Dataset: Forward reaction prediction with 1.9M reactions from USPTO patents (1976-2016). Task: Predict the product of the given reaction. (1) The product is: [C:21]([OH:22])(=[O:24])[C:30]([OH:32])=[O:33].[CH3:25][NH:26][CH2:21][C:12]1[CH:13]=[C:14]([C:15]2[CH:20]=[CH:19][CH:18]=[CH:17][N:16]=2)[N:10]([S:7]([C:1]2[CH:6]=[CH:5][CH:4]=[CH:3][CH:2]=2)(=[O:9])=[O:8])[CH:11]=1. Given the reactants [C:1]1([S:7]([N:10]2[C:14]([C:15]3[CH:20]=[CH:19][CH:18]=[CH:17][N:16]=3)=[CH:13][C:12]([CH:21]=[O:22])=[CH:11]2)(=[O:9])=[O:8])[CH:6]=[CH:5][CH:4]=[CH:3][CH:2]=1.C[OH:24].[CH3:25][NH2:26].[BH4-].[Na+].Cl.[C:30](=[O:33])([O-:32])O.[Na+], predict the reaction product. (2) The product is: [F:16][C:15]([F:18])([F:17])[C:10]1[CH:11]=[CH:12][CH:13]=[CH:14][C:9]=1[CH2:8][CH:4]1[CH2:5][CH2:6][CH2:7][N:2]2[N:1]=[C:21]([NH2:22])[N:20]=[C:3]12. Given the reactants [NH2:1][N:2]1[CH2:7][CH2:6][CH2:5][CH:4]([CH2:8][C:9]2[CH:14]=[CH:13][CH:12]=[CH:11][C:10]=2[C:15]([F:18])([F:17])[F:16])[C:3]1=O.[N:20]#[C:21][NH2:22].O.C1(C)C=CC(S(O)(=O)=O)=CC=1.C(=O)(O)[O-].[Na+], predict the reaction product. (3) Given the reactants [C:1]1([CH:7]([C:14]2[CH:19]=[CH:18][CH:17]=[CH:16][CH:15]=2)[N:8]2[CH2:13][CH2:12][NH:11][CH2:10][CH2:9]2)[CH:6]=[CH:5][CH:4]=[CH:3][CH:2]=1.C(=O)([O-])[O-].[K+].[K+].[CH2:26]([CH:28]1[O:30][CH2:29]1)Br, predict the reaction product. The product is: [C:14]1([CH:7]([C:1]2[CH:2]=[CH:3][CH:4]=[CH:5][CH:6]=2)[N:8]2[CH2:9][CH2:10][N:11]([CH2:26][CH:28]3[O:30][CH2:29]3)[CH2:12][CH2:13]2)[CH:19]=[CH:18][CH:17]=[CH:16][CH:15]=1. (4) Given the reactants [CH3:1][C:2]1[C:7]([C:8]([O:10][CH3:11])=[O:9])=[CH:6][CH:5]=[CH:4][N+:3]=1[O-].O=P(Cl)(Cl)[Cl:15].C(=O)([O-])[O-].[Na+].[Na+], predict the reaction product. The product is: [Cl:15][CH2:1][C:2]1[C:7]([C:8]([O:10][CH3:11])=[O:9])=[CH:6][CH:5]=[CH:4][N:3]=1.[Cl:15][C:4]1[CH:5]=[CH:6][C:7]([C:8]([O:10][CH3:11])=[O:9])=[C:2]([CH3:1])[N:3]=1. (5) Given the reactants Br[C:2]1[CH:7]=[CH:6][CH:5]=[CH:4][CH:3]=1.Cl[C:9]1[C:14]2[N:15]=[CH:16][O:17][C:13]=2[CH:12]=[CH:11][CH:10]=1, predict the reaction product. The product is: [C:2]1([C:9]2[C:14]3[N:15]=[CH:16][O:17][C:13]=3[CH:12]=[CH:11][CH:10]=2)[CH:7]=[CH:6][CH:5]=[CH:4][CH:3]=1. (6) Given the reactants [CH2:1]([O:3][C:4]1[CH:13]=[CH:12][C:7]2[N:8]=[C:9]([NH2:11])[S:10][C:6]=2[CH:5]=1)[CH3:2].[F:14][C:15]1[CH:16]=[C:17]([CH:21]=[CH:22][C:23]=1[CH3:24])[C:18](Cl)=[O:19].Br[CH:26]([CH2:31][CH3:32])[C:27]([O:29]C)=[O:28].COC1C=CC2N=C(N)SC=2C=1.ClC1C=C(C=CC=1)C(Cl)=O.BrCC(OCC)=O, predict the reaction product. The product is: [CH2:1]([O:3][C:4]1[CH:13]=[CH:12][C:7]2[N:8]([CH:26]([CH2:31][CH3:32])[C:27]([OH:29])=[O:28])[C:9](=[N:11][C:18](=[O:19])[C:17]3[CH:21]=[CH:22][C:23]([CH3:24])=[C:15]([F:14])[CH:16]=3)[S:10][C:6]=2[CH:5]=1)[CH3:2]. (7) Given the reactants [O:1]=[C:2]1[C:7]([CH:8]([NH:11][C:12]([CH:14]2[CH2:18][CH2:17][CH2:16][CH2:15]2)=O)[CH2:9][CH3:10])=[N:6][N:5]=[C:4]([C:19]2[CH:28]=[CH:27][C:26]3[C:21](=[CH:22][CH:23]=[CH:24][CH:25]=3)[N:20]=2)[NH:3]1.P(Cl)(Cl)(Cl)=O, predict the reaction product. The product is: [CH:14]1([C:12]2[N:6]3[C:7]([C:2](=[O:1])[NH:3][C:4]([C:19]4[CH:28]=[CH:27][C:26]5[C:21](=[CH:22][CH:23]=[CH:24][CH:25]=5)[N:20]=4)=[N:5]3)=[C:8]([CH2:9][CH3:10])[N:11]=2)[CH2:18][CH2:17][CH2:16][CH2:15]1. (8) The product is: [CH3:1][C:2]1[CH:7]=[CH:6][CH:5]=[CH:4][C:3]=1[C:8]([OH:10])([CH3:11])[CH3:9]. Given the reactants [CH3:1][C:2]1[CH:7]=[CH:6][CH:5]=[CH:4][C:3]=1[C:8](=[O:10])[CH3:9].[CH3:11][Mg]Br.[NH4+].[Cl-], predict the reaction product.